From a dataset of Catalyst prediction with 721,799 reactions and 888 catalyst types from USPTO. Predict which catalyst facilitates the given reaction. Reactant: [Br:1][C:2]1[CH:3]=[C:4](C=O)[S:5][CH:6]=1.[Cl-].[NH4+].C(O[CH:14]([O:18][CH2:19][CH3:20])[O:15][CH2:16][CH3:17])C. Product: [Br:1][C:2]1[CH:3]=[C:4]([CH:14]([O:15][CH2:16][CH3:17])[O:18][CH2:19][CH3:20])[S:5][CH:6]=1. The catalyst class is: 8.